From a dataset of Forward reaction prediction with 1.9M reactions from USPTO patents (1976-2016). Predict the product of the given reaction. (1) The product is: [Cl:6][CH2:7][CH2:8][C:9]([C:11]1[CH:16]=[CH:15][CH:14]=[CH:13][CH:12]=1)([OH:10])[CH2:3][CH:2]=[CH2:1]. Given the reactants [CH2:1]([Mg]Br)[CH:2]=[CH2:3].[Cl:6][CH2:7][CH2:8][C:9]([C:11]1[CH:16]=[CH:15][CH:14]=[CH:13][CH:12]=1)=[O:10], predict the reaction product. (2) The product is: [Cl:17][C:11]1[C:12]([Cl:16])=[CH:13][CH:14]=[CH:15][C:10]=1[CH2:9][CH:3]([C:4](=[O:6])[CH3:5])[C:1]#[N:2]. Given the reactants [C:1]([CH:3]([Na])[C:4](=[O:6])[CH3:5])#[N:2].Br[CH2:9][C:10]1[CH:15]=[CH:14][CH:13]=[C:12]([Cl:16])[C:11]=1[Cl:17], predict the reaction product. (3) Given the reactants [CH3:1][N:2]1[CH2:7][CH2:6][NH:5][CH2:4][CH2:3]1.C(N(CC)CC)C.Cl.[F:16][C:17]([F:51])([F:50])[C:18]1[CH:23]=[C:22]([C:24]2[CH:29]=[CH:28][C:27]([C:30]([F:33])([F:32])[F:31])=[CH:26][CH:25]=2)[N:21]=[C:20]([C:34]2[CH:39]=[CH:38][N:37]=[C:36]([C:40]3[CH:41]=[C:42]([S:46](Cl)(=[O:48])=[O:47])[CH:43]=[CH:44][CH:45]=3)[CH:35]=2)[N:19]=1, predict the reaction product. The product is: [CH3:1][N:2]1[CH2:7][CH2:6][N:5]([S:46]([C:42]2[CH:41]=[C:40]([C:36]3[CH:35]=[C:34]([C:20]4[N:19]=[C:18]([C:17]([F:16])([F:50])[F:51])[CH:23]=[C:22]([C:24]5[CH:29]=[CH:28][C:27]([C:30]([F:33])([F:31])[F:32])=[CH:26][CH:25]=5)[N:21]=4)[CH:39]=[CH:38][N:37]=3)[CH:45]=[CH:44][CH:43]=2)(=[O:47])=[O:48])[CH2:4][CH2:3]1. (4) Given the reactants N.C([N:9]1[CH2:14][C@H:13]([O:15][CH3:16])[CH2:12][O:11][C:10]1=[O:17])C1C=CC=CC=1.[NH4+].[Cl-], predict the reaction product. The product is: [CH3:16][O:15][C@@H:13]1[CH2:12][O:11][C:10](=[O:17])[NH:9][CH2:14]1. (5) Given the reactants [OH-].[Na+].[CH3:3][CH:4]1[NH:9][CH2:8][CH2:7][N:6]([C:10]2[C:15]([O:16][CH3:17])=[C:14]3[N:18]([CH:26]4[CH2:28][CH2:27]4)[CH:19]=[C:20]([C:23]([OH:25])=[O:24])[C:21](=[O:22])[C:13]3=[CH:12][C:11]=2[F:29])[CH2:5]1.Cl, predict the reaction product. The product is: [CH3:3][CH:4]1[NH:9][CH2:8][CH2:7][N:6]([C:10]2[C:15]([O:16][CH3:17])=[C:14]3[N:18]([CH:26]4[CH2:28][CH2:27]4)[CH:19]=[C:20]([C:23]([OH:25])=[O:24])[C:21](=[O:22])[C:13]3=[CH:12][C:11]=2[F:29])[CH2:5]1. (6) Given the reactants [CH2:1]([N:3]1[CH:7]=[C:6]([C:8]2[CH:13]=[CH:12][N:11]=[C:10]3[NH:14][C:15]([C:17]4[CH2:18][CH2:19][NH:20][CH2:21][CH:22]=4)=[CH:16][C:9]=23)[C:5]([C:23]2[CH:28]=[CH:27][C:26]([NH:29][C:30]([NH:32][C:33]3[CH:38]=[CH:37][CH:36]=[CH:35][CH:34]=3)=[O:31])=[CH:25][CH:24]=2)=[N:4]1)[CH3:2].C(Cl)CCl.C1C=CC2N(O)N=NC=2C=1.C(N(CC)CC)C.[CH3:60][N:61]([CH3:66])[CH2:62][C:63](O)=[O:64], predict the reaction product. The product is: [CH3:60][N:61]([CH3:66])[CH2:62][C:63]([N:20]1[CH2:19][CH:18]=[C:17]([C:15]2[NH:14][C:10]3=[N:11][CH:12]=[CH:13][C:8]([C:6]4[C:5]([C:23]5[CH:28]=[CH:27][C:26]([NH:29][C:30]([NH:32][C:33]6[CH:34]=[CH:35][CH:36]=[CH:37][CH:38]=6)=[O:31])=[CH:25][CH:24]=5)=[N:4][N:3]([CH2:1][CH3:2])[CH:7]=4)=[C:9]3[CH:16]=2)[CH2:22][CH2:21]1)=[O:64]. (7) Given the reactants [CH3:1][O:2][C:3]1[CH:4]=[C:5]2[C:10](=[CH:11][C:12]=1[O:13][CH2:14][CH2:15][CH2:16]Cl)[N:9]=[CH:8][NH:7][C:6]2=[O:18].[NH:19]1[CH2:24][CH2:23][CH2:22][CH2:21][CH2:20]1.[OH-].[Na+], predict the reaction product. The product is: [CH3:1][O:2][C:3]1[CH:4]=[C:5]2[C:10](=[CH:11][C:12]=1[O:13][CH2:14][CH2:15][CH2:16][N:19]1[CH2:24][CH2:23][CH2:22][CH2:21][CH2:20]1)[N:9]=[CH:8][NH:7][C:6]2=[O:18]. (8) The product is: [Cl:9][C:5]1[CH:4]=[CH:3][C:2]([NH:1][C:10](=[O:11])[O:12][C:13]([CH3:16])([CH3:15])[CH3:14])=[CH:7][C:6]=1[OH:8]. Given the reactants [NH2:1][C:2]1[CH:3]=[CH:4][C:5]([Cl:9])=[C:6]([OH:8])[CH:7]=1.[C:10](O[C:10]([O:12][C:13]([CH3:16])([CH3:15])[CH3:14])=[O:11])([O:12][C:13]([CH3:16])([CH3:15])[CH3:14])=[O:11], predict the reaction product. (9) Given the reactants Br[C:2]1[C:10]2[N:9]3[CH2:11][CH2:12][NH:13][C:14](=[O:15])[C:8]3=[CH:7][C:6]=2[CH:5]=[C:4]([C:16]#[N:17])[CH:3]=1.[F:18][C:19]([F:30])([F:29])[C:20]1[CH:21]=[C:22](B(O)O)[CH:23]=[CH:24][CH:25]=1, predict the reaction product. The product is: [O:15]=[C:14]1[C:8]2=[CH:7][C:6]3[CH:5]=[C:4]([C:16]#[N:17])[CH:3]=[C:2]([C:24]4[CH:23]=[CH:22][CH:21]=[C:20]([C:19]([F:30])([F:29])[F:18])[CH:25]=4)[C:10]=3[N:9]2[CH2:11][CH2:12][NH:13]1. (10) Given the reactants [CH3:1][C:2]1[CH:7]=[C:6]([C:8]2[CH:13]=[CH:12][C:11]([NH:14][C:15](=[O:27])[CH:16]([C:18]3[CH:23]=[CH:22][C:21]([N+:24]([O-])=O)=[CH:20][CH:19]=3)[CH3:17])=[CH:10][CH:9]=2)[CH:5]=[CH:4][N:3]=1.[H][H], predict the reaction product. The product is: [NH2:24][C:21]1[CH:20]=[CH:19][C:18]([CH:16]([CH3:17])[C:15]([NH:14][C:11]2[CH:12]=[CH:13][C:8]([C:6]3[CH:5]=[CH:4][N:3]=[C:2]([CH3:1])[CH:7]=3)=[CH:9][CH:10]=2)=[O:27])=[CH:23][CH:22]=1.